This data is from Reaction yield outcomes from USPTO patents with 853,638 reactions. The task is: Predict the reaction yield, written as a fraction of the theoretical maximum amount of product (1.0 means a 100% yield; for example, 0.34 means a 34% yield). (1) The reactants are [CH2:1]([O:4][N:5]([C@H:18]1[CH2:23][N:22]([C:24]([O:26][C:27]([CH3:30])([CH3:29])[CH3:28])=[O:25])[C@H:21]([C:31]([OH:33])=O)[C:20]([CH2:34][CH3:35])=[CH:19]1)[S:6]([C:9]1[CH:14]=[CH:13][CH:12]=[CH:11][C:10]=1[N+:15]([O-:17])=[O:16])(=[O:8])=[O:7])[CH:2]=[CH2:3].C(O[N:40]([C@H]1CN(C(OC(C)(C)C)=O)[C@H](C(=O)N)C=C1C)S(C1C=CC=CC=1[N+]([O-])=O)(=O)=O)C=C. No catalyst specified. The product is [CH2:1]([O:4][N:5]([C@H:18]1[CH2:23][N:22]([C:24]([O:26][C:27]([CH3:30])([CH3:29])[CH3:28])=[O:25])[C@H:21]([C:31](=[O:33])[NH2:40])[C:20]([CH2:34][CH3:35])=[CH:19]1)[S:6]([C:9]1[CH:14]=[CH:13][CH:12]=[CH:11][C:10]=1[N+:15]([O-:17])=[O:16])(=[O:8])=[O:7])[CH:2]=[CH2:3]. The yield is 0.770. (2) The reactants are CON(C)[C:4]([C:6]1[C:11](=[O:12])[C:10]([O:13][CH3:14])=[CH:9][N:8]([C:15]2[CH:20]=[CH:19][N:18]=[CH:17][CH:16]=2)[N:7]=1)=[O:5].[CH3:22][Mg+].[Br-]. The catalyst is C1COCC1. The product is [C:4]([C:6]1[C:11](=[O:12])[C:10]([O:13][CH3:14])=[CH:9][N:8]([C:15]2[CH:16]=[CH:17][N:18]=[CH:19][CH:20]=2)[N:7]=1)(=[O:5])[CH3:22]. The yield is 0.260. (3) The reactants are OC(C(F)(F)F)=O.[CH3:8][N:9]1[CH:13]([C:14]([OH:16])=O)[CH2:12][N:11]([CH2:17][CH2:18][N:19]2[CH2:24][CH2:23][O:22][CH2:21][CH2:20]2)[C:10]1=[O:25].C(N1CCOCC1)C.O.ON1C2C=CC=CC=2N=N1.Cl.C(N=C=NCCCN(C)C)C.[Cl:57][C:58]1[C:63]([C:64]([F:67])([F:66])[F:65])=[CH:62][CH:61]=[CH:60][C:59]=1[CH2:68][NH2:69]. The catalyst is ClCCl. The product is [ClH:57].[Cl:57][C:58]1[C:63]([C:64]([F:66])([F:67])[F:65])=[CH:62][CH:61]=[CH:60][C:59]=1[CH2:68][NH:69][C:14]([CH:13]1[CH2:12][N:11]([CH2:17][CH2:18][N:19]2[CH2:24][CH2:23][O:22][CH2:21][CH2:20]2)[C:10](=[O:25])[N:9]1[CH3:8])=[O:16]. The yield is 0.300. (4) The reactants are [CH3:1][O:2][C:3]([C:5]1[S:6][CH:7]=[CH:8][C:9]=1[NH2:10])=[O:4].[CH2:11]1[O:21][C:14]2([CH2:19][CH2:18][C:17](=O)[CH2:16][CH2:15]2)[O:13][CH2:12]1.C([Sn](Cl)(Cl)CCCC)CCC.C1([SiH3])C=CC=CC=1. The catalyst is C1COCC1. The product is [CH3:1][O:2][C:3]([C:5]1[S:6][CH:7]=[CH:8][C:9]=1[NH:10][CH:17]1[CH2:18][CH2:19][C:14]2([O:21][CH2:11][CH2:12][O:13]2)[CH2:15][CH2:16]1)=[O:4]. The yield is 0.470. (5) The reactants are [OH:1][CH2:2][C:3]([CH2:14][OH:15])([C:9]([O:11][CH2:12][CH3:13])=[O:10])[C:4]([O:6][CH2:7][CH3:8])=[O:5].[Si:16](Cl)([C:19]([CH3:22])([CH3:21])[CH3:20])([CH3:18])[CH3:17]. The catalyst is N1C=CC=CC=1. The product is [Si:16]([O:15][CH2:14][C:3]([CH2:2][OH:1])([C:4]([O:6][CH2:7][CH3:8])=[O:5])[C:9]([O:11][CH2:12][CH3:13])=[O:10])([C:19]([CH3:22])([CH3:21])[CH3:20])([CH3:18])[CH3:17]. The yield is 0.780. (6) The reactants are [ClH:1].[CH:2]1([C:5]([C:7]2[CH:12]=[CH:11][C:10]([CH2:13][CH:14]([C:19]([O:21][CH3:22])=[O:20])[C:15]([O:17][CH3:18])=[O:16])=[CH:9][CH:8]=2)=[O:6])[CH2:4][CH2:3]1. The catalyst is C(O)C.C1(C)C=CC=CC=1. The product is [Cl:1][CH2:4][CH2:3][CH2:2][C:5]([C:7]1[CH:12]=[CH:11][C:10]([CH2:13][CH:14]([C:19]([O:21][CH3:22])=[O:20])[C:15]([O:17][CH3:18])=[O:16])=[CH:9][CH:8]=1)=[O:6]. The yield is 0.910. (7) The reactants are [CH3:1][N:2]([CH3:21])[C:3]1[CH:8]=[CH:7][C:6]([C:9]([C:12]2[CH:17]=[CH:16][C:15]([N:18]([CH3:20])[CH3:19])=[CH:14][CH:13]=2)=[CH:10][CH3:11])=[CH:5][CH:4]=1.ClCCCl.[Br:26]Br.N1C=CC=CC=1. The catalyst is C1(C)C=CC=CC=1. The product is [CH3:20][N:18]([CH3:19])[C:15]1[CH:14]=[CH:13][C:12]([C:9]([C:6]2[CH:5]=[CH:4][C:3]([N:2]([CH3:1])[CH3:21])=[CH:8][CH:7]=2)=[C:10]([Br:26])[CH3:11])=[CH:17][CH:16]=1. The yield is 0.690.